This data is from Forward reaction prediction with 1.9M reactions from USPTO patents (1976-2016). The task is: Predict the product of the given reaction. (1) Given the reactants [CH3:1][O:2][C:3]1[CH:4]=[C:5]2[C:10](=[CH:11][CH:12]=1)[CH:9]=[C:8]([CH2:13]O)[CH:7]=[CH:6]2.P(Cl)(Cl)(Cl)(Cl)[Cl:16], predict the reaction product. The product is: [Cl:16][CH2:13][C:8]1[CH:7]=[CH:6][C:5]2[C:10](=[CH:11][CH:12]=[C:3]([O:2][CH3:1])[CH:4]=2)[CH:9]=1. (2) The product is: [CH2:1]([O:3][C:4]([C:6]1[C:10]([CH3:11])=[N:9][N:8]([CH:12]([CH3:14])[CH3:13])[N:7]=1)=[O:5])[CH3:2].[CH2:1]([O:3][C:4]([C:6]1[N:7]([CH:12]([CH3:14])[CH3:13])[N:8]=[N:9][C:10]=1[CH3:11])=[O:5])[CH3:2].[CH2:1]([O:3][C:4]([C:6]1[NH:7][NH:8][N:9]([CH:12]([CH3:14])[CH3:13])[C:10]=1[CH3:11])=[O:5])[CH3:2]. Given the reactants [CH2:1]([O:3][C:4]([C:6]1[C:10]([CH3:11])=[N:9][NH:8][N:7]=1)=[O:5])[CH3:2].[CH:12](I)([CH3:14])[CH3:13], predict the reaction product. (3) Given the reactants [Cl:1][C:2]1[CH:7]=[CH:6][C:5]([C@@H:8]2[C@:10]3([C:18]4[C:13](=[CH:14][CH:15]=[CH:16][CH:17]=4)[N:12]([C:19]4[N:20]=[CH:21][NH:22][CH:23]=4)[C:11]3=[O:24])[CH2:9]2)=[CH:4][CH:3]=1.C[O:26][C:27](=[O:30])[CH2:28]Br.[OH-].[K+], predict the reaction product. The product is: [Cl:1][C:2]1[CH:7]=[CH:6][C:5]([C@H:8]2[C@@:10]3([C:18]4[C:13](=[CH:14][CH:15]=[CH:16][CH:17]=4)[N:12]([C:19]4[N:20]=[CH:21][N:22]([CH2:28][C:27]([OH:30])=[O:26])[CH:23]=4)[C:11]3=[O:24])[CH2:9]2)=[CH:4][CH:3]=1. (4) Given the reactants C([O:5][C:6](=[O:30])[C@@H:7]([NH:14][C:15]([C:17]1[CH:22]=[CH:21][C:20]([C:23]2[CH:28]=[CH:27][CH:26]=[C:25]([NH2:29])[CH:24]=2)=[CH:19][CH:18]=1)=[O:16])[CH2:8][O:9]C(C)(C)C)(C)(C)C.[S:31]1[CH:35]=[C:34]([S:36](Cl)(=[O:38])=[O:37])[C:33]2[CH:40]=[CH:41][CH:42]=[CH:43][C:32]1=2, predict the reaction product. The product is: [S:31]1[CH:35]=[C:34]([S:36]([NH:29][C:25]2[CH:24]=[C:23]([C:20]3[CH:21]=[CH:22][C:17]([C:15]([NH:14][C@@H:7]([CH2:8][OH:9])[C:6]([OH:5])=[O:30])=[O:16])=[CH:18][CH:19]=3)[CH:28]=[CH:27][CH:26]=2)(=[O:38])=[O:37])[C:33]2[CH:40]=[CH:41][CH:42]=[CH:43][C:32]1=2. (5) The product is: [C:26]([O:25][C:24]([N:1]([C:2]1[CH:3]=[N:4][CH:5]=[CH:6][C:7]=1[N:8]1[CH2:13][C@H:12]([CH3:14])[C@@H:11]([O:15][Si:16]([C:19]([CH3:22])([CH3:21])[CH3:20])([CH3:18])[CH3:17])[C@H:10]([NH:23][C:24]([O:25][C:26]([CH3:29])([CH3:28])[CH3:27])=[O:30])[CH2:9]1)[C:36]([O:35][C:31]([CH3:34])([CH3:33])[CH3:32])=[O:37])=[O:30])([CH3:29])([CH3:28])[CH3:27]. Given the reactants [NH2:1][C:2]1[CH:3]=[N:4][CH:5]=[CH:6][C:7]=1[N:8]1[CH2:13][C@H:12]([CH3:14])[C@@H:11]([O:15][Si:16]([C:19]([CH3:22])([CH3:21])[CH3:20])([CH3:18])[CH3:17])[C@H:10]([NH:23][C:24](=[O:30])[O:25][C:26]([CH3:29])([CH3:28])[CH3:27])[CH2:9]1.[C:31]([O:35][C:36](O[C:36]([O:35][C:31]([CH3:34])([CH3:33])[CH3:32])=[O:37])=[O:37])([CH3:34])([CH3:33])[CH3:32], predict the reaction product. (6) Given the reactants C(C1(COC2C(C3CC3)=CC(C(O)=O)=C(F)C=2)C2CC3CC(CC1C3)C2)#N.[CH:28]1([C:31]2[C:32]([O:41][CH2:42][C:43]34[C:49]([F:51])([F:50])[CH:48]3[CH2:47][CH2:46][CH2:45][CH2:44]4)=[CH:33][C:34]([F:40])=[C:35]([CH:39]=2)[C:36]([OH:38])=O)[CH2:30][CH2:29]1.CS(N)(=O)=O.[N:57]1([S:61]([NH2:64])(=[O:63])=[O:62])[CH2:60][CH2:59][CH2:58]1, predict the reaction product. The product is: [N:57]1([S:61]([NH:64][C:36](=[O:38])[C:35]2[CH:39]=[C:31]([CH:28]3[CH2:29][CH2:30]3)[C:32]([O:41][CH2:42][C:43]34[C:49]([F:51])([F:50])[CH:48]3[CH2:47][CH2:46][CH2:45][CH2:44]4)=[CH:33][C:34]=2[F:40])(=[O:63])=[O:62])[CH2:60][CH2:59][CH2:58]1. (7) Given the reactants [Cl-].[Al+3].[Cl-].[Cl-].[Cl:5][C:6]1[CH:10]=[CH:9][S:8][CH:7]=1.[Cl:11][C:12]1[CH:20]=[CH:19][C:18]([N+:21]([O-:23])=[O:22])=[CH:17][C:13]=1[C:14](Cl)=[O:15].Cl, predict the reaction product. The product is: [Cl:5][C:6]1[CH:10]=[CH:9][S:8][C:7]=1[C:14]([C:13]1[CH:17]=[C:18]([N+:21]([O-:23])=[O:22])[CH:19]=[CH:20][C:12]=1[Cl:11])=[O:15].